From a dataset of Full USPTO retrosynthesis dataset with 1.9M reactions from patents (1976-2016). Predict the reactants needed to synthesize the given product. (1) Given the product [CH2:29]([O:36][C:37]1[CH:44]=[CH:43][C:42]([C:45]([F:48])([F:47])[F:46])=[CH:41][C:38]=1[CH2:39][N:26]=[N+:27]=[N-:28])[C:30]1[CH:35]=[CH:34][CH:33]=[CH:32][CH:31]=1, predict the reactants needed to synthesize it. The reactants are: C1CCN2C(=NCCC2)CC1.C1(P([N:26]=[N+:27]=[N-:28])(C2C=CC=CC=2)=O)C=CC=CC=1.[CH2:29]([O:36][C:37]1[CH:44]=[CH:43][C:42]([C:45]([F:48])([F:47])[F:46])=[CH:41][C:38]=1[CH2:39]O)[C:30]1[CH:35]=[CH:34][CH:33]=[CH:32][CH:31]=1.O. (2) Given the product [CH2:1]([N:8]1[CH2:13][CH:12]2[CH:10]([CH:11]2[CH2:14][O:15][S:24]([CH3:23])(=[O:26])=[O:25])[CH2:9]1)[C:2]1[CH:3]=[CH:4][CH:5]=[CH:6][CH:7]=1, predict the reactants needed to synthesize it. The reactants are: [CH2:1]([N:8]1[CH2:13][CH:12]2[CH:10]([CH:11]2[CH2:14][OH:15])[CH2:9]1)[C:2]1[CH:7]=[CH:6][CH:5]=[CH:4][CH:3]=1.C(N(CC)CC)C.[CH3:23][S:24](Cl)(=[O:26])=[O:25]. (3) The reactants are: [CH2:1]([O:3][C:4](=[O:22])[C:5]([C:10](=O)[C:11]1[CH:16]=[C:15](C)[CH:14]=[CH:13][C:12]=1[N+:18]([O-:20])=[O:19])=[CH:6][N:7](C)C)[CH3:2].Cl.[CH2:24]([O:26][C:27](=[O:31])[CH2:28][NH:29]N)[CH3:25].[C:32](O)(=O)C. Given the product [CH2:1]([O:3][C:4]([C:5]1[CH:6]=[N:7][N:29]([CH2:28][C:27]([O:26][CH2:24][CH3:25])=[O:31])[C:10]=1[C:11]1[CH:16]=[CH:15][C:14]([CH3:32])=[CH:13][C:12]=1[N+:18]([O-:20])=[O:19])=[O:22])[CH3:2], predict the reactants needed to synthesize it. (4) Given the product [C:17]([O:16][C:14]([NH:13][C@@H:9]([CH2:8][C:5]1[CH:6]=[CH:7][C:2]([C:26]2[CH:25]=[CH:24][CH:23]=[C:22]([CH3:21])[CH:27]=2)=[CH:3][CH:4]=1)[C:10]([OH:12])=[O:11])=[O:15])([CH3:20])([CH3:19])[CH3:18], predict the reactants needed to synthesize it. The reactants are: Br[C:2]1[CH:7]=[CH:6][C:5]([CH2:8][C@H:9]([NH:13][C:14]([O:16][C:17]([CH3:20])([CH3:19])[CH3:18])=[O:15])[C:10]([OH:12])=[O:11])=[CH:4][CH:3]=1.[CH3:21][C:22]1[CH:23]=[C:24](B(O)O)[CH:25]=[CH:26][CH:27]=1. (5) The reactants are: O.[CH3:2][N:3]1[CH2:10][CH2:9][CH2:8][C@H:4]1[C:5]([OH:7])=O.F[P-](F)(F)(F)(F)F.N1(O[P+](N2CCCC2)(N2CCCC2)N2CCCC2)C2C=CC=CC=2N=N1.C(N(C(C)C)CC)(C)C.[CH3:53]/[C:54](=[CH:60]\[C@@H:61]([N:65]([CH3:74])[C:66](=[O:73])[C@H:67]([C:69]([CH3:72])([CH3:71])[CH3:70])[NH2:68])[CH:62]([CH3:64])[CH3:63])/[C:55]([O:57]CC)=[O:56].[OH-].[Li+]. Given the product [CH3:2][N:3]1[CH2:10][CH2:9][CH2:8][C@H:4]1[C:5]([NH:68][C@H:67]([C:66]([N:65]([C@@H:61]([CH:62]([CH3:64])[CH3:63])/[CH:60]=[C:54](/[C:55]([OH:57])=[O:56])\[CH3:53])[CH3:74])=[O:73])[C:69]([CH3:71])([CH3:72])[CH3:70])=[O:7], predict the reactants needed to synthesize it. (6) Given the product [C:27]1([C:9]2[C:10]3[C:15]([C:16]([C:7]4[CH:6]=[CH:21][CH:22]=[CH:9][CH:10]=4)=[C:17]4[C:22]=2[CH:21]=[CH:20][CH:19]=[CH:18]4)=[CH:14][CH:13]=[CH:12][CH:11]=3)[CH:32]=[CH:31][CH:30]=[CH:29][CH:28]=1, predict the reactants needed to synthesize it. The reactants are: C(N([CH2:6][CH3:7])CC)C.Cl[C:9]1[C:10]2[C:15]([C:16](Cl)=[C:17]3[C:22]=1[CH:21]=[CH:20][CH:19]=[CH:18]3)=[CH:14][CH:13]=[CH:12][CH:11]=2.C[Mg]Br.[C:27]1([Mg]Br)[CH:32]=[CH:31][CH:30]=[CH:29][CH:28]=1. (7) Given the product [F:16][C:6]1[C:5]([CH2:4][C:3]([NH:19][NH2:20])=[O:2])=[C:14]([F:15])[CH:13]=[C:12]2[C:7]=1[CH:8]=[CH:9][CH:10]=[N:11]2, predict the reactants needed to synthesize it. The reactants are: C[O:2][C:3](=O)[CH2:4][C:5]1[C:6]([F:16])=[C:7]2[C:12](=[CH:13][C:14]=1[F:15])[N:11]=[CH:10][CH:9]=[CH:8]2.O.[NH2:19][NH2:20].